From a dataset of Human intestinal absorption (HIA) binary classification data from Hou et al.. Regression/Classification. Given a drug SMILES string, predict its absorption, distribution, metabolism, or excretion properties. Task type varies by dataset: regression for continuous measurements (e.g., permeability, clearance, half-life) or binary classification for categorical outcomes (e.g., BBB penetration, CYP inhibition). Dataset: hia_hou. The compound is CC(=O)c1ccc(S(=O)(=O)N=C(O)NC2CCCCC2)cc1. The result is 1 (good absorption).